This data is from Catalyst prediction with 721,799 reactions and 888 catalyst types from USPTO. The task is: Predict which catalyst facilitates the given reaction. (1) Product: [Cl:11][C:4]1[CH:3]=[C:2]([B:12]2[O:16][C:15]([CH3:18])([CH3:17])[C:14]([CH3:20])([CH3:19])[O:13]2)[CH:10]=[CH:9][C:5]=1[C:6]([OH:8])=[O:7]. Reactant: Br[C:2]1[CH:10]=[CH:9][C:5]([C:6]([OH:8])=[O:7])=[C:4]([Cl:11])[CH:3]=1.[B:12]1([B:12]2[O:16][C:15]([CH3:18])([CH3:17])[C:14]([CH3:20])([CH3:19])[O:13]2)[O:16][C:15]([CH3:18])([CH3:17])[C:14]([CH3:20])([CH3:19])[O:13]1.ClCCl.C([O-])(=O)C.[K+]. The catalyst class is: 708. (2) Reactant: [C:1]([C:3]1[CH:4]=[C:5]([CH:19]=[C:20]([I:24])[C:21]=1[O:22]C)[C:6]([N:8]1[C:12]2[CH:13]=[CH:14][CH:15]=[CH:16][C:11]=2[S:10](=[O:18])(=[O:17])[CH2:9]1)=[O:7])#[N:2].[Cl-].[Li+].Cl. Product: [C:1]([C:3]1[CH:4]=[C:5]([CH:19]=[C:20]([I:24])[C:21]=1[OH:22])[C:6]([N:8]1[C:12]2[CH:13]=[CH:14][CH:15]=[CH:16][C:11]=2[S:10](=[O:18])(=[O:17])[CH2:9]1)=[O:7])#[N:2]. The catalyst class is: 9. (3) The catalyst class is: 5. Reactant: C([O:5][C:6]([C@@H:8]1[CH2:12][C@H:11]([N:13]([CH3:15])[CH3:14])[CH2:10][NH:9]1)=O)CCC.[NH3:16]. Product: [CH3:14][N:13]([CH3:15])[C@@H:11]1[CH2:10][NH:9][C@H:8]([C:6]([NH2:16])=[O:5])[CH2:12]1. (4) Reactant: Br[C:2]1[CH:3]=[C:4]([CH:9]=[C:10](Br)[N:11]=1)[C:5]([O:7][CH3:8])=[O:6].[CH:13]1[C:25]2[NH:24][C:23]3[C:18](=[CH:19][CH:20]=[CH:21][CH:22]=3)[C:17]=2[CH:16]=[CH:15][CH:14]=1.C1O[CH2:42][CH2:41]OCCOCCOCCOCCOC1.C(=O)([O-])[O-].[K+].[K+]. Product: [CH:22]1[C:23]2[N:24]([C:2]3[CH:3]=[C:4]([CH:9]=[C:10]([N:24]4[C:42]5[CH:41]=[CH:14][CH:15]=[CH:16][C:17]=5[C:18]5[C:23]4=[CH:22][CH:21]=[CH:20][CH:19]=5)[N:11]=3)[C:5]([O:7][CH3:8])=[O:6])[C:25]3[C:17](=[CH:16][CH:15]=[CH:14][CH:13]=3)[C:18]=2[CH:19]=[CH:20][CH:21]=1. The catalyst class is: 262.